From a dataset of Reaction yield outcomes from USPTO patents with 853,638 reactions. Predict the reaction yield, written as a fraction of the theoretical maximum amount of product (1.0 means a 100% yield; for example, 0.34 means a 34% yield). The reactants are [CH:1](=[N:8][OH:9])[C:2]1[CH:7]=[CH:6][CH:5]=[CH:4][CH:3]=1.ClN1[C:15](=[O:16])[CH2:14][CH2:13]C1=O.C(O)C#C.C(N(CC)CC)C. The catalyst is ClCCl. The product is [C:2]1([C:1]2[CH:13]=[C:14]([CH2:15][OH:16])[O:9][N:8]=2)[CH:7]=[CH:6][CH:5]=[CH:4][CH:3]=1. The yield is 0.768.